From a dataset of Full USPTO retrosynthesis dataset with 1.9M reactions from patents (1976-2016). Predict the reactants needed to synthesize the given product. Given the product [CH3:1][O:2][C:3](=[O:31])[CH2:4][CH2:5][CH2:6][CH2:7][O:8][C:9]1[C:10]([NH:30][S:39]([C:36]2[CH:37]=[CH:38][C:33]([Cl:32])=[CH:34][CH:35]=2)(=[O:41])=[O:40])=[CH:11][C:12]2[N:16]=[C:15]([C:17]3[CH:22]=[CH:21][CH:20]=[CH:19][CH:18]=3)[N:14]([C:23]3[CH:28]=[CH:27][CH:26]=[CH:25][CH:24]=3)[C:13]=2[CH:29]=1, predict the reactants needed to synthesize it. The reactants are: [CH3:1][O:2][C:3](=[O:31])[CH2:4][CH2:5][CH2:6][CH2:7][O:8][C:9]1[C:10]([NH2:30])=[CH:11][C:12]2[N:16]=[C:15]([C:17]3[CH:22]=[CH:21][CH:20]=[CH:19][CH:18]=3)[N:14]([C:23]3[CH:28]=[CH:27][CH:26]=[CH:25][CH:24]=3)[C:13]=2[CH:29]=1.[Cl:32][C:33]1[CH:38]=[CH:37][C:36]([S:39](Cl)(=[O:41])=[O:40])=[CH:35][CH:34]=1.